From a dataset of Full USPTO retrosynthesis dataset with 1.9M reactions from patents (1976-2016). Predict the reactants needed to synthesize the given product. (1) Given the product [Cl:35][C:36]1[CH:41]=[CH:40][C:39]([C:10]2[CH:15]=[CH:14][CH:13]=[C:12]([C:16]3[N:20]([CH3:21])[N:19]=[C:18]([C:22]([N:24]4[CH2:28][CH2:27][CH:26]([N:29]([CH2:30][CH3:31])[CH2:32][CH3:33])[CH2:25]4)=[O:23])[C:17]=3[CH3:34])[CH:11]=2)=[CH:38][CH:37]=1, predict the reactants needed to synthesize it. The reactants are: [O-]P([O-])([O-])=O.[K+].[K+].[K+].Br[C:10]1[CH:11]=[C:12]([C:16]2[N:20]([CH3:21])[N:19]=[C:18]([C:22]([N:24]3[CH2:28][CH2:27][CH:26]([N:29]([CH2:32][CH3:33])[CH2:30][CH3:31])[CH2:25]3)=[O:23])[C:17]=2[CH3:34])[CH:13]=[CH:14][CH:15]=1.[Cl:35][C:36]1[CH:41]=[CH:40][C:39](B(O)O)=[CH:38][CH:37]=1. (2) Given the product [O:12]=[C:8]1[CH:9]([C:22]([O:24][CH3:25])=[O:23])[CH2:10][CH2:11][N:7]1[C:3]1[CH:2]=[N:1][CH:6]=[CH:5][CH:4]=1, predict the reactants needed to synthesize it. The reactants are: [N:1]1[CH:6]=[CH:5][CH:4]=[C:3]([N:7]2[CH2:11][CH2:10][CH2:9][C:8]2=[O:12])[CH:2]=1.[Li+].CC([N-]C(C)C)C.Cl[C:22]([O:24][CH3:25])=[O:23]. (3) Given the product [CH3:20][S:17]([N:14]1[CH2:13][CH2:12][CH:11]([S:8]([C:5]([CH3:7])([CH3:6])[C:4]([OH:21])=[O:3])(=[O:9])=[O:10])[CH2:16][CH2:15]1)(=[O:18])=[O:19], predict the reactants needed to synthesize it. The reactants are: C([O:3][C:4](=[O:21])[C:5]([S:8]([CH:11]1[CH2:16][CH2:15][N:14]([S:17]([CH3:20])(=[O:19])=[O:18])[CH2:13][CH2:12]1)(=[O:10])=[O:9])([CH3:7])[CH3:6])C.O.[OH-].[Li+]. (4) Given the product [Cl:1][C:2]1[CH:14]=[CH:13][CH:12]=[CH:11][C:3]=1[CH2:4][C:5]1[S:9][C:8]([NH:10][C:26]([C:23]2([C:20]3[CH:19]=[CH:18][C:17]([O:16][CH3:15])=[CH:22][CH:21]=3)[CH2:25][CH2:24]2)=[O:27])=[N:7][CH:6]=1, predict the reactants needed to synthesize it. The reactants are: [Cl:1][C:2]1[CH:14]=[CH:13][CH:12]=[CH:11][C:3]=1[CH2:4][C:5]1[S:9][C:8]([NH2:10])=[N:7][CH:6]=1.[CH3:15][O:16][C:17]1[CH:22]=[CH:21][C:20]([C:23]2([C:26](O)=[O:27])[CH2:25][CH2:24]2)=[CH:19][CH:18]=1.C(N(CC)CC)C.F[P-](F)(F)(F)(F)F.N1(OC(N(C)C)=[N+](C)C)C2N=CC=CC=2N=N1. (5) Given the product [C:25]([N:28]1[C:37]2[C:32](=[CH:33][C:34]([NH:38][C:54](=[O:55])[C:53]3[CH:57]=[C:58]([Br:61])[CH:59]=[CH:60][C:52]=3[NH:51][C:48](=[O:50])[CH3:49])=[CH:35][CH:36]=2)[C:31]([C:40]2[CH:45]=[CH:44][CH:43]=[CH:42][CH:41]=2)([CH3:39])[CH2:30][C:29]1([CH3:47])[CH3:46])(=[O:27])[CH3:26], predict the reactants needed to synthesize it. The reactants are: CN(C(ON1N=NC2C=CC=NC1=2)=[N+](C)C)C.F[P-](F)(F)(F)(F)F.[C:25]([N:28]1[C:37]2[C:32](=[CH:33][C:34]([NH2:38])=[CH:35][CH:36]=2)[C:31]([C:40]2[CH:45]=[CH:44][CH:43]=[CH:42][CH:41]=2)([CH3:39])[CH2:30][C:29]1([CH3:47])[CH3:46])(=[O:27])[CH3:26].[C:48]([NH:51][C:52]1[CH:60]=[CH:59][C:58]([Br:61])=[CH:57][C:53]=1[C:54](O)=[O:55])(=[O:50])[CH3:49].C(N(CC)C(C)C)(C)C. (6) Given the product [CH:1]1([C:4]2[C:9](=[O:10])[N:8]3[N:12]=[CH:13][C:14]([C:15]4[CH:19]=[N:18][NH:17][CH:16]=4)=[C:7]3[NH:6][C:5]=2[CH3:28])[CH2:3][CH2:2]1, predict the reactants needed to synthesize it. The reactants are: [CH:1]1([C:4]2[C:5]([CH3:28])=[N:6][C:7]3[N:8]([N:12]=[CH:13][C:14]=3[C:15]3[CH:16]=[N:17][N:18](COCC[Si](C)(C)C)[CH:19]=3)[C:9]=2[O:10]C)[CH2:3][CH2:2]1.Cl.